Dataset: Reaction yield outcomes from USPTO patents with 853,638 reactions. Task: Predict the reaction yield, written as a fraction of the theoretical maximum amount of product (1.0 means a 100% yield; for example, 0.34 means a 34% yield). (1) The reactants are [C:1]([O:5][C:6]([N:8]1[CH2:13][CH2:12][CH:11]([NH2:14])[CH2:10][CH2:9]1)=[O:7])([CH3:4])([CH3:3])[CH3:2].Cl[C:16]1[N:23]=[CH:22][CH:21]=[CH:20][C:17]=1[C:18]#[N:19].C(=O)([O-])[O-].[K+].[K+].CS(C)=O. The product is [C:1]([O:5][C:6]([N:8]1[CH2:13][CH2:12][CH:11]([NH:14][C:16]2[C:17]([C:18]#[N:19])=[CH:20][CH:21]=[CH:22][N:23]=2)[CH2:10][CH2:9]1)=[O:7])([CH3:4])([CH3:2])[CH3:3]. The yield is 0.430. The catalyst is C(OCC)(=O)C. (2) The reactants are [CH2:1]([C:9]1[CH:13]=[CH:12][S:11][CH:10]=1)[CH2:2][CH2:3][CH2:4][CH2:5][CH2:6][CH2:7][CH3:8].C1C(=O)N([Br:21])C(=O)C1. The catalyst is CN(C=O)C.O. The product is [Br:21][C:10]1[S:11][CH:12]=[CH:13][C:9]=1[CH2:1][CH2:2][CH2:3][CH2:4][CH2:5][CH2:6][CH2:7][CH3:8]. The yield is 0.890. (3) The reactants are [CH3:1][O:2][C:3]([NH:5][CH:6]1[CH2:11][CH2:10][CH2:9][N:8]([CH:12]([CH3:16])[C:13]([OH:15])=O)[C:7]1=[O:17])=[O:4].CN(C(ON1N=NC2C=CC=NC1=2)=[N+](C)C)C.F[P-](F)(F)(F)(F)F.CN1CCOCC1.[CH3:49][O:50][C:51](=[O:85])[NH:52][CH:53]([C:57]([N:59]1[CH2:63][CH2:62][CH2:61][CH:60]1[C:64]1[NH:65][C:66]([C:69]2[CH:74]=[CH:73][C:72]([C:75]3[CH:80]=[CH:79][C:78]([C:81](=[O:84])[CH2:82][NH2:83])=[CH:77][CH:76]=3)=[CH:71][CH:70]=2)=[CH:67][N:68]=1)=[O:58])[CH:54]([CH3:56])[CH3:55]. The catalyst is CN(C)C=O. The product is [CH3:1][O:2][C:3](=[O:4])[NH:5][CH:6]1[CH2:11][CH2:10][CH2:9][N:8]([CH:12]([C:13](=[O:15])[NH:83][CH2:82][C:81]([C:78]2[CH:79]=[CH:80][C:75]([C:72]3[CH:71]=[CH:70][C:69]([C:66]4[NH:65][C:64]([CH:60]5[CH2:61][CH2:62][CH2:63][N:59]5[C:57](=[O:58])[CH:53]([NH:52][C:51]([O:50][CH3:49])=[O:85])[CH:54]([CH3:56])[CH3:55])=[N:68][CH:67]=4)=[CH:74][CH:73]=3)=[CH:76][CH:77]=2)=[O:84])[CH3:16])[C:7]1=[O:17]. The yield is 0.990. (4) The catalyst is ClCCl. The product is [Cl:60][C:57]1[CH:56]=[CH:55][C:54]([CH2:53][NH:8][CH2:9][C:10]([C@:12]23[CH2:48][C:47](=[O:49])[C:46]([CH:50]([CH3:51])[CH3:52])=[C:13]2[C@@H:14]2[C@@:27]([CH3:30])([CH2:28][CH2:29]3)[C@@:26]3([CH3:31])[C@@H:17]([C@:18]4([CH3:45])[C@@H:23]([CH2:24][CH2:25]3)[C:22]([CH3:32])([CH3:33])[C@@H:21]([O:34][C:35](=[O:44])[CH2:36][C:37]([CH3:42])([CH3:43])[CH2:38][C:39]([OH:41])=[O:40])[CH2:20][CH2:19]4)[CH2:16][CH2:15]2)=[O:11])=[CH:59][CH:58]=1. The reactants are C(OC([N:8]([CH2:53][C:54]1[CH:59]=[CH:58][C:57]([Cl:60])=[CH:56][CH:55]=1)[CH2:9][C:10]([C@:12]12[CH2:48][C:47](=[O:49])[C:46]([CH:50]([CH3:52])[CH3:51])=[C:13]1[C@@H:14]1[C@@:27]([CH3:30])([CH2:28][CH2:29]2)[C@@:26]2([CH3:31])[C@@H:17]([C@:18]3([CH3:45])[C@@H:23]([CH2:24][CH2:25]2)[C:22]([CH3:33])([CH3:32])[C@@H:21]([O:34][C:35](=[O:44])[CH2:36][C:37]([CH3:43])([CH3:42])[CH2:38][C:39]([OH:41])=[O:40])[CH2:20][CH2:19]3)[CH2:16][CH2:15]1)=[O:11])=O)(C)(C)C.FC(F)(F)C(O)=O. The yield is 0.810. (5) The reactants are [Cl:1][C:2]1[CH:7]=[CH:6][C:5]([C:8]2([C:13]3[CH:14]=[C:15]4[C:20](=[N:21][CH:22]=3)[N:19]([CH3:23])[C:18](=[O:24])[CH:17]=[C:16]4[C:25]3[CH:30]=[CH:29][CH:28]=[C:27]([O:31][CH3:32])[CH:26]=3)OCC[O:9]2)=[CH:4][CH:3]=1.Cl. The catalyst is O1CCOCC1. The product is [Cl:1][C:2]1[CH:3]=[CH:4][C:5]([C:8]([C:13]2[CH:14]=[C:15]3[C:20](=[N:21][CH:22]=2)[N:19]([CH3:23])[C:18](=[O:24])[CH:17]=[C:16]3[C:25]2[CH:30]=[CH:29][CH:28]=[C:27]([O:31][CH3:32])[CH:26]=2)=[O:9])=[CH:6][CH:7]=1. The yield is 0.920.